Regression. Given a peptide amino acid sequence and an MHC pseudo amino acid sequence, predict their binding affinity value. This is MHC class II binding data. From a dataset of Peptide-MHC class II binding affinity with 134,281 pairs from IEDB. (1) The peptide sequence is QIDAFIANAGATADS. The MHC is DRB1_0401 with pseudo-sequence DRB1_0401. The binding affinity (normalized) is 0.186. (2) The peptide sequence is AAFSRMLSLFFRQHI. The MHC is HLA-DPA10301-DPB10402 with pseudo-sequence HLA-DPA10301-DPB10402. The binding affinity (normalized) is 0.523. (3) The peptide sequence is LIGNGGAGGAGGVGA. The binding affinity (normalized) is 0.154. The MHC is DRB1_0405 with pseudo-sequence DRB1_0405.